This data is from Full USPTO retrosynthesis dataset with 1.9M reactions from patents (1976-2016). The task is: Predict the reactants needed to synthesize the given product. (1) Given the product [O:29]=[C:18]1[O:30][C:21]([C:23]2[CH:24]=[CH:25][CH:26]=[CH:27][CH:28]=2)=[N:20][C:19]1=[CH:13][C:12]1[CH:11]=[C:10]([CH:17]=[CH:16][CH:15]=1)[C:8]#[N:9], predict the reactants needed to synthesize it. The reactants are: C(OC(=O)C)(=O)C.[C:8]([C:10]1[CH:11]=[C:12]([CH:15]=[CH:16][CH:17]=1)[CH:13]=O)#[N:9].[C:18]([OH:30])(=[O:29])[CH2:19][NH:20][C:21]([C:23]1[CH:28]=[CH:27][CH:26]=[CH:25][CH:24]=1)=O.C([O-])(=O)C.[Na+]. (2) Given the product [OH:22][C:19]1[CH:20]=[CH:21][C:16]([NH:15][C:7]2[C:6]3[C:11](=[CH:12][CH:13]=[CH:14][C:5]=3[O:4][C@H:3]([CH3:24])[CH2:2][NH:1][C:25](=[O:27])[CH3:26])[N:10]=[CH:9][N:8]=2)=[CH:17][C:18]=1[CH3:23], predict the reactants needed to synthesize it. The reactants are: [NH2:1][CH2:2][C@@H:3]([CH3:24])[O:4][C:5]1[CH:14]=[CH:13][CH:12]=[C:11]2[C:6]=1[C:7]([NH:15][C:16]1[CH:21]=[CH:20][C:19]([OH:22])=[C:18]([CH3:23])[CH:17]=1)=[N:8][CH:9]=[N:10]2.[C:25](O)(=[O:27])[CH3:26]. (3) Given the product [Cl:15][CH2:16][C:17]1[NH:6][C:4](=[O:5])[C:3]2[C:2](=[CH:10][C:9]([C:11]([F:12])([F:13])[F:14])=[CH:8][CH:7]=2)[N:1]=1, predict the reactants needed to synthesize it. The reactants are: [NH2:1][C:2]1[CH:10]=[C:9]([C:11]([F:14])([F:13])[F:12])[CH:8]=[CH:7][C:3]=1[C:4]([NH2:6])=[O:5].[Cl:15][CH2:16][C:17](OC)(OC)OC. (4) Given the product [CH3:1][O:2][C:3]1[CH:4]=[CH:5][C:6]([CH2:11][CH2:12][NH:13][C:22](=[O:23])[CH2:21][CH2:20][C:19]2[CH:18]=[CH:17][C:16]([C:15]([F:27])([F:28])[F:14])=[CH:26][CH:25]=2)=[N:7][C:8]=1[O:9][CH3:10], predict the reactants needed to synthesize it. The reactants are: [CH3:1][O:2][C:3]1[CH:4]=[CH:5][C:6]([CH2:11][CH2:12][NH2:13])=[N:7][C:8]=1[O:9][CH3:10].[F:14][C:15]([F:28])([F:27])[C:16]1[CH:26]=[CH:25][C:19]([CH2:20][CH2:21][C:22](O)=[O:23])=[CH:18][CH:17]=1.C(Cl)CCl. (5) Given the product [CH:17]1[C:18]2[CH:6]([CH2:5][O:4][C:2]([NH:19][C@@:20]3([C:32]([O:34][CH2:35][CH3:36])=[O:33])[CH2:25][C:24](=[CH2:26])[C@@H:23]4[C@H:21]3[C@H:22]4[C:27]([O:29][CH2:30][CH3:31])=[O:28])=[O:3])[C:7]3[C:12](=[CH:11][CH:10]=[CH:9][CH:8]=3)[C:13]=2[CH:14]=[CH:15][CH:16]=1, predict the reactants needed to synthesize it. The reactants are: Cl[C:2]([O:4][CH2:5][CH:6]1[C:18]2[CH:17]=[CH:16][CH:15]=[CH:14][C:13]=2[C:12]2[C:7]1=[CH:8][CH:9]=[CH:10][CH:11]=2)=[O:3].[NH2:19][C@@:20]1([C:32]([O:34][CH2:35][CH3:36])=[O:33])[CH2:25][C:24](=[CH2:26])[C@@H:23]2[C@H:21]1[C@H:22]2[C:27]([O:29][CH2:30][CH3:31])=[O:28].C(=O)(O)[O-].[Na+]. (6) The reactants are: [C:1]1([C:7]2[CH:12]=[C:11](Cl)[N:10]=[N:9][C:8]=2[Cl:14])[CH:6]=[CH:5][CH:4]=[CH:3][CH:2]=1.[N:15]1[CH:20]=[CH:19][CH:18]=[C:17](B(O)O)[CH:16]=1.C([O-])([O-])=O.[Na+].[Na+]. Given the product [Cl:14][C:8]1[N:9]=[N:10][C:11]([C:17]2[CH:16]=[N:15][CH:20]=[CH:19][CH:18]=2)=[CH:12][C:7]=1[C:1]1[CH:6]=[CH:5][CH:4]=[CH:3][CH:2]=1, predict the reactants needed to synthesize it. (7) Given the product [Br:3][C:4]1[C:13]([NH2:14])=[CH:12][CH:11]=[CH:10][C:5]=1[C:6]([O:8][CH3:9])=[O:7], predict the reactants needed to synthesize it. The reactants are: [H][H].[Br:3][C:4]1[C:13]([N+:14]([O-])=O)=[CH:12][CH:11]=[CH:10][C:5]=1[C:6]([O:8][CH3:9])=[O:7]. (8) Given the product [O:16]1[C:20]2([CH2:25][CH2:24][CH:23]([CH2:26][O:1][C:2]3[CH:15]=[CH:14][C:5]([CH2:6][N:7]4[CH2:11][C@@H:10]([CH3:12])[O:9][C:8]4=[O:13])=[CH:4][CH:3]=3)[CH2:22][CH2:21]2)[O:19][CH2:18][CH2:17]1, predict the reactants needed to synthesize it. The reactants are: [OH:1][C:2]1[CH:15]=[CH:14][C:5]([CH2:6][N:7]2[CH2:11][C@@H:10]([CH3:12])[O:9][C:8]2=[O:13])=[CH:4][CH:3]=1.[O:16]1[C:20]2([CH2:25][CH2:24][CH:23]([CH2:26]O)[CH2:22][CH2:21]2)[O:19][CH2:18][CH2:17]1.C1(P(C2C=CC=CC=2)C2C=CC=CC=2)C=CC=CC=1.N(C(OC(C)(C)C)=O)=NC(OC(C)(C)C)=O.